Dataset: Reaction yield outcomes from USPTO patents with 853,638 reactions. Task: Predict the reaction yield, written as a fraction of the theoretical maximum amount of product (1.0 means a 100% yield; for example, 0.34 means a 34% yield). (1) The reactants are [F:1][C:2]1[C:3]([N+:23]([O-:25])=[O:24])=[C:4]([CH:12](C(OCC)=O)[C:13]([O:15][CH2:16][CH3:17])=[O:14])[CH:5]=[C:6]([O:8][CH:9]([CH3:11])[CH3:10])[CH:7]=1.[Li+].[Cl-].O. The catalyst is CS(C)=O. The product is [F:1][C:2]1[C:3]([N+:23]([O-:25])=[O:24])=[C:4]([CH2:12][C:13]([O:15][CH2:16][CH3:17])=[O:14])[CH:5]=[C:6]([O:8][CH:9]([CH3:10])[CH3:11])[CH:7]=1. The yield is 0.870. (2) The reactants are [NH:1]1[CH2:5][C@H:4]([CH2:6][OH:7])[C@H:3]([CH2:8][OH:9])[CH2:2]1.C([O-])([O-])=O.[Na+].[Na+].Cl[C:17]([O:19][CH2:20][C:21]1[CH:26]=[CH:25][CH:24]=[CH:23][CH:22]=1)=[O:18]. The catalyst is CO.O. The product is [OH:9][CH2:8][C@H:3]1[C@@H:4]([CH2:6][OH:7])[CH2:5][N:1]([C:17]([O:19][CH2:20][C:21]2[CH:26]=[CH:25][CH:24]=[CH:23][CH:22]=2)=[O:18])[CH2:2]1. The yield is 0.220. (3) The reactants are [Br:1][C:2]1[C:3](=[O:28])[N:4]([C:19]2[CH:24]=[C:23]([CH2:25][OH:26])[CH:22]=[CH:21][C:20]=2[CH3:27])[C:5]([CH3:18])=[CH:6][C:7]=1[O:8][CH2:9][C:10]1[CH:15]=[CH:14][C:13]([F:16])=[CH:12][C:11]=1[F:17].CC(OI1(OC(C)=O)(OC(C)=O)OC(=O)C2C=CC=CC1=2)=O. The catalyst is CC#N.C(Cl)Cl. The product is [Br:1][C:2]1[C:3](=[O:28])[N:4]([C:19]2[CH:24]=[C:23]([CH:22]=[CH:21][C:20]=2[CH3:27])[CH:25]=[O:26])[C:5]([CH3:18])=[CH:6][C:7]=1[O:8][CH2:9][C:10]1[CH:15]=[CH:14][C:13]([F:16])=[CH:12][C:11]=1[F:17]. The yield is 0.910. (4) The reactants are I[C:2]1[CH:7]=[CH:6][C:5]([C:8]2[N:12]=[C:11]([C:13]3[CH:17]=[C:16]([CH3:18])[N:15]([CH2:19][C:20]4[CH:25]=[CH:24][C:23]([CH3:26])=[CH:22][CH:21]=4)[N:14]=3)[O:10][N:9]=2)=[CH:4][CH:3]=1.[CH2:27]([NH:29][CH2:30][CH3:31])[CH3:28].C1(P(C2CCCCC2)C2C=CC=CC=2C2C=CC=CC=2)CCCCC1.C1(C)C=CC=CC=1. The yield is 0.190. The catalyst is C([O-])(=O)C.[Pd+2].C([O-])(=O)C.C(OCC)(=O)C.O. The product is [CH2:27]([N:29]([CH2:30][CH3:31])[C:2]1[CH:7]=[CH:6][C:5]([C:8]2[N:12]=[C:11]([C:13]3[CH:17]=[C:16]([CH3:18])[N:15]([CH2:19][C:20]4[CH:25]=[CH:24][C:23]([CH3:26])=[CH:22][CH:21]=4)[N:14]=3)[O:10][N:9]=2)=[CH:4][CH:3]=1)[CH3:28]. (5) The reactants are [OH:1][C:2]1[CH:7]=[CH:6][CH:5]=[CH:4][C:3]=1[C:8]([C:10]1[CH:15]=[CH:14][C:13]([O:16][CH2:17][C:18]2[N:19]=[C:20]([C:24]3[CH:29]=[CH:28][CH:27]=[CH:26][CH:25]=3)[O:21][C:22]=2[CH3:23])=[CH:12][CH:11]=1)=[O:9].Br[CH2:31][C:32]([O:34]CC)=[O:33].C(=O)([O-])[O-].[K+].[K+].CN(C)C=O. The catalyst is O. The product is [CH3:23][C:22]1[O:21][C:20]([C:24]2[CH:25]=[CH:26][CH:27]=[CH:28][CH:29]=2)=[N:19][C:18]=1[CH2:17][O:16][C:13]1[CH:12]=[CH:11][C:10]([C:8]([C:3]2[CH:4]=[CH:5][CH:6]=[CH:7][C:2]=2[O:1][CH2:31][C:32]([OH:34])=[O:33])=[O:9])=[CH:15][CH:14]=1. The yield is 0.870. (6) The reactants are [NH:1]1[C:9]2[C:4](=[CH:5][CH:6]=[CH:7][CH:8]=2)[C:3]([C:10]([O:12][CH3:13])=[O:11])=[N:2]1.CC(C)([O-])C.[K+].Cl[CH2:21][C:22]1[CH:26]=[C:25]([CH3:27])[O:24][N:23]=1. The catalyst is C1COCC1. The product is [CH3:27][C:25]1[O:24][N:23]=[C:22]([CH2:21][N:1]2[C:9]3[C:4](=[CH:5][CH:6]=[CH:7][CH:8]=3)[C:3]([C:10]([O:12][CH3:13])=[O:11])=[N:2]2)[CH:26]=1. The yield is 0.420. (7) The reactants are [Cl:1][C:2]1[N:7]=[CH:6][C:5]([S:8]([NH:11][C:12]2[C:21](Cl)=[N:20][C:19]3[C:14](=[CH:15][CH:16]=[CH:17][CH:18]=3)[N:13]=2)(=[O:10])=[O:9])=[CH:4][CH:3]=1.[CH3:23][O:24][C:25]1[CH:26]=[C:27]([CH:29]=[C:30]([O:32][CH3:33])[CH:31]=1)[NH2:28].C1(C)C=CC=CC=1. The catalyst is CCOCC. The product is [Cl:1][C:2]1[N:7]=[CH:6][C:5]([S:8]([NH:11][C:12]2[C:21]([NH:28][C:27]3[CH:29]=[C:30]([O:32][CH3:33])[CH:31]=[C:25]([O:24][CH3:23])[CH:26]=3)=[N:20][C:19]3[C:14](=[CH:15][CH:16]=[CH:17][CH:18]=3)[N:13]=2)(=[O:10])=[O:9])=[CH:4][CH:3]=1. The yield is 0.890. (8) The yield is 0.180. The catalyst is CCO.COCCOC.C1C=CC([P]([Pd]([P](C2C=CC=CC=2)(C2C=CC=CC=2)C2C=CC=CC=2)([P](C2C=CC=CC=2)(C2C=CC=CC=2)C2C=CC=CC=2)[P](C2C=CC=CC=2)(C2C=CC=CC=2)C2C=CC=CC=2)(C2C=CC=CC=2)C2C=CC=CC=2)=CC=1. The reactants are [C:1]([C:4]1[CH:5]=[C:6](B(O)O)[CH:7]=[CH:8][CH:9]=1)(=[O:3])[CH3:2].I[C:14]1[C:22]2[C:17](=[N:18][CH:19]=[N:20][C:21]=2[NH2:23])[N:16]([CH:24]([CH3:26])[CH3:25])[N:15]=1.C([O-])([O-])=O.[Na+].[Na+]. The product is [NH2:23][C:21]1[N:20]=[CH:19][N:18]=[C:17]2[N:16]([CH:24]([CH3:26])[CH3:25])[N:15]=[C:14]([C:6]3[CH:5]=[C:4]([C:1](=[O:3])[CH3:2])[CH:9]=[CH:8][CH:7]=3)[C:22]=12. (9) The reactants are [NH2:1][C:2]1[N:7]=[C:6]([C:8]2[O:9][CH:10]=[CH:11][CH:12]=2)[C:5]([C:13]#[N:14])=[C:4](OS(C(F)(F)F)(=O)=O)[CH:3]=1.[CH2:23]([NH2:30])[C:24]1[CH:29]=[CH:28][CH:27]=[CH:26][CH:25]=1. The catalyst is COCCOC. The product is [NH2:1][C:2]1[CH:3]=[C:4]([NH:30][CH2:23][C:24]2[CH:29]=[CH:28][CH:27]=[CH:26][CH:25]=2)[C:5]([C:13]#[N:14])=[C:6]([C:8]2[O:9][CH:10]=[CH:11][CH:12]=2)[N:7]=1. The yield is 0.380. (10) The reactants are [Si]([O:8][C@@H:9]([CH3:42])[C@H:10]([C:22]1[O:26][C:25]([C:27]2[CH:32]=[CH:31][C:30]([NH:33][C:34](=[O:41])[C:35]3[CH:40]=[CH:39][CH:38]=[CH:37][CH:36]=3)=[CH:29][CH:28]=2)=[N:24][N:23]=1)[NH:11][C:12]1[CH:17]=[CH:16][C:15]([C:18]#[N:19])=[C:14]([Cl:20])[C:13]=1[CH3:21])(C(C)(C)C)(C)C.CCCC[N+](CCCC)(CCCC)CCCC.[F-]. The catalyst is C1COCC1. The product is [Cl:20][C:14]1[C:13]([CH3:21])=[C:12]([NH:11][C@@H:10]([C:22]2[O:26][C:25]([C:27]3[CH:32]=[CH:31][C:30]([NH:33][C:34](=[O:41])[C:35]4[CH:40]=[CH:39][CH:38]=[CH:37][CH:36]=4)=[CH:29][CH:28]=3)=[N:24][N:23]=2)[C@@H:9]([OH:8])[CH3:42])[CH:17]=[CH:16][C:15]=1[C:18]#[N:19]. The yield is 0.110.